This data is from Full USPTO retrosynthesis dataset with 1.9M reactions from patents (1976-2016). The task is: Predict the reactants needed to synthesize the given product. (1) Given the product [CH3:38][O:37][C:4]1[CH:3]=[C:2]([O:1][CH2:56][C:57]([F:60])([F:59])[F:58])[CH:7]=[CH:6][C:5]=1[C:8]1[C:17]2[C:12](=[CH:13][C:14]([S:18]([NH:21][C:22]3[CH:27]=[CH:26][N:25]=[CH:24][N:23]=3)(=[O:20])=[O:19])=[CH:15][CH:16]=2)[CH:11]=[CH:10][N:9]=1, predict the reactants needed to synthesize it. The reactants are: [OH:1][C:2]1[CH:7]=[CH:6][C:5]([C:8]2[C:17]3[C:12](=[CH:13][C:14]([S:18]([N:21](CC4C=CC(OC)=CC=4)[C:22]4[CH:27]=[CH:26][N:25]=[CH:24][N:23]=4)(=[O:20])=[O:19])=[CH:15][CH:16]=3)[CH:11]=[CH:10][N:9]=2)=[C:4]([O:37][CH3:38])[CH:3]=1.C(=O)([O-])[O-].[Cs+].[Cs+].CN(C=O)C.FC(F)(F)S(O[CH2:56][C:57]([F:60])([F:59])[F:58])(=O)=O. (2) The reactants are: [CH3:1][C:2]1([CH3:17])[C:7](=[CH2:8])[S:6][C:5](=[N:9][C:10]2[CH:15]=[CH:14][C:13]([CH3:16])=[CH:12][CH:11]=2)[CH2:4][CH2:3]1.C([N-]C(C)C)(C)C.[Li+].[CH:26](OCC)=[O:27].[Cl-].[NH4+]. Given the product [CH3:1][C:2]1([CH3:17])[C:7](=[CH2:8])[S:6][C:5]([NH:9][C:10]2[CH:11]=[CH:12][C:13]([CH3:16])=[CH:14][CH:15]=2)=[C:4]([CH:26]=[O:27])[CH2:3]1, predict the reactants needed to synthesize it. (3) Given the product [Br:1][C:2]1[CH:8]=[CH:7][C:5]([NH:6][C:15](=[O:16])[O:17][CH2:18][CH:19]([CH3:21])[CH3:20])=[CH:4][CH:3]=1, predict the reactants needed to synthesize it. The reactants are: [Br:1][C:2]1[CH:8]=[CH:7][C:5]([NH2:6])=[CH:4][CH:3]=1.C(=O)(O)[O-].[Na+].Cl[C:15]([O:17][CH2:18][CH:19]([CH3:21])[CH3:20])=[O:16]. (4) Given the product [F:20][C:17]1[CH:18]=[CH:19][C:14]([N:7]2[C:6]3[CH:21]=[C:2]([CH3:25])[C:3]([N+:22]([O-:24])=[O:23])=[CH:4][C:5]=3[O:10][C:9]([CH3:12])([CH3:11])[C:8]2=[O:13])=[CH:15][CH:16]=1, predict the reactants needed to synthesize it. The reactants are: Cl[C:2]1[C:3]([N+:22]([O-:24])=[O:23])=[CH:4][C:5]2[O:10][C:9]([CH3:12])([CH3:11])[C:8](=[O:13])[N:7]([C:14]3[CH:19]=[CH:18][C:17]([F:20])=[CH:16][CH:15]=3)[C:6]=2[CH:21]=1.[C:25](=O)([O-])[O-].[K+].[K+].CB1OB(C)OB(C)O1. (5) Given the product [CH2:1]([C:4]1[N:5]([CH2:17][CH2:18][CH2:19][CH2:20][CH2:21][C:22]([OH:24])=[O:23])[C:6]2[C:15]3[CH:14]=[CH:13][CH:12]=[CH:11][C:10]=3[N:9]=[CH:8][C:7]=2[N:16]=1)[CH2:2][CH3:3], predict the reactants needed to synthesize it. The reactants are: [CH2:1]([C:4]1[N:5]([CH2:17][CH2:18][CH2:19][CH2:20][CH2:21][C:22]([O:24]CC)=[O:23])[C:6]2[C:15]3[CH:14]=[CH:13][CH:12]=[CH:11][C:10]=3[N:9]=[CH:8][C:7]=2[N:16]=1)[CH2:2][CH3:3].[OH-].[Na+]. (6) Given the product [CH2:11]([O:13][C:14]([C:16]1[C:21]([O:22][CH2:23][CH3:24])=[C:20]([N:25]2[CH2:26][CH2:27][O:28][CH2:29][CH2:30]2)[N:19]=[C:18]([C:31]2[CH:32]=[CH:33][C:34]([NH:37][C:2]([O:4][C:5]3[CH:10]=[CH:9][CH:8]=[CH:7][CH:6]=3)=[O:3])=[CH:35][CH:36]=2)[N:17]=1)=[O:15])[CH3:12], predict the reactants needed to synthesize it. The reactants are: Cl[C:2]([O:4][C:5]1[CH:10]=[CH:9][CH:8]=[CH:7][CH:6]=1)=[O:3].[CH2:11]([O:13][C:14]([C:16]1[C:21]([O:22][CH2:23][CH3:24])=[C:20]([N:25]2[CH2:30][CH2:29][O:28][CH2:27][CH2:26]2)[N:19]=[C:18]([C:31]2[CH:36]=[CH:35][C:34]([NH2:37])=[CH:33][CH:32]=2)[N:17]=1)=[O:15])[CH3:12].